From a dataset of NCI-60 drug combinations with 297,098 pairs across 59 cell lines. Regression. Given two drug SMILES strings and cell line genomic features, predict the synergy score measuring deviation from expected non-interaction effect. (1) Drug 1: CCCCCOC(=O)NC1=NC(=O)N(C=C1F)C2C(C(C(O2)C)O)O. Drug 2: CC1=C2C(C(=O)C3(C(CC4C(C3C(C(C2(C)C)(CC1OC(=O)C(C(C5=CC=CC=C5)NC(=O)C6=CC=CC=C6)O)O)OC(=O)C7=CC=CC=C7)(CO4)OC(=O)C)O)C)OC(=O)C. Cell line: CAKI-1. Synergy scores: CSS=6.00, Synergy_ZIP=-2.18, Synergy_Bliss=0.574, Synergy_Loewe=-13.8, Synergy_HSA=-2.32. (2) Drug 1: CN(C)N=NC1=C(NC=N1)C(=O)N. Synergy scores: CSS=-1.14, Synergy_ZIP=-2.63, Synergy_Bliss=-2.43, Synergy_Loewe=-11.6, Synergy_HSA=-3.09. Cell line: OVCAR-4. Drug 2: C1=NC2=C(N=C(N=C2N1C3C(C(C(O3)CO)O)F)Cl)N. (3) Cell line: SR. Drug 2: C(CN)CNCCSP(=O)(O)O. Drug 1: C1CN1P(=S)(N2CC2)N3CC3. Synergy scores: CSS=56.6, Synergy_ZIP=2.80, Synergy_Bliss=4.04, Synergy_Loewe=-34.9, Synergy_HSA=4.62. (4) Drug 1: CS(=O)(=O)CCNCC1=CC=C(O1)C2=CC3=C(C=C2)N=CN=C3NC4=CC(=C(C=C4)OCC5=CC(=CC=C5)F)Cl. Drug 2: C(CCl)NC(=O)N(CCCl)N=O. Cell line: OVCAR-4. Synergy scores: CSS=2.48, Synergy_ZIP=0.504, Synergy_Bliss=2.51, Synergy_Loewe=1.56, Synergy_HSA=0.318. (5) Drug 1: CC1OCC2C(O1)C(C(C(O2)OC3C4COC(=O)C4C(C5=CC6=C(C=C35)OCO6)C7=CC(=C(C(=C7)OC)O)OC)O)O. Drug 2: C(=O)(N)NO. Cell line: NCI-H522. Synergy scores: CSS=21.9, Synergy_ZIP=-5.72, Synergy_Bliss=-4.61, Synergy_Loewe=-22.8, Synergy_HSA=-3.04. (6) Drug 1: CCC1=C2CN3C(=CC4=C(C3=O)COC(=O)C4(CC)O)C2=NC5=C1C=C(C=C5)O. Drug 2: C(CN)CNCCSP(=O)(O)O. Cell line: NCI-H522. Synergy scores: CSS=40.2, Synergy_ZIP=2.77, Synergy_Bliss=2.57, Synergy_Loewe=-55.7, Synergy_HSA=3.68. (7) Drug 1: C1=CN(C(=O)N=C1N)C2C(C(C(O2)CO)O)O.Cl. Drug 2: CC1C(C(CC(O1)OC2CC(CC3=C2C(=C4C(=C3O)C(=O)C5=C(C4=O)C(=CC=C5)OC)O)(C(=O)CO)O)N)O.Cl. Cell line: HT29. Synergy scores: CSS=43.3, Synergy_ZIP=-6.71, Synergy_Bliss=-6.74, Synergy_Loewe=-11.0, Synergy_HSA=-1.58.